From a dataset of Orexin1 receptor HTS with 218,158 compounds and 233 confirmed actives. Binary Classification. Given a drug SMILES string, predict its activity (active/inactive) in a high-throughput screening assay against a specified biological target. (1) The molecule is O=C(N1CCN(CC1)c1ccccc1)C1CCC(CC1)Cn1c(=O)c2c([nH]c1=O)cccc2. The result is 0 (inactive). (2) The drug is O=C1CC(CC(NCCC)=C1C(=O)CCCN1C(=O)c2c(C1=O)cccc2)(C)C. The result is 0 (inactive). (3) The drug is O(CC(c1ccccc1)COC(=O)N)C(=O)N. The result is 0 (inactive). (4) The molecule is O=C1N(c2cc(c(cc2)C)C)C(=O)c2c1cc(cc2)C(O)=O. The result is 0 (inactive). (5) The drug is S(=O)(=O)(N1CCCc2c1cccc2)c1ccc(cc1)C(=O)Nc1sccc1C(=O)N. The result is 0 (inactive). (6) The drug is Clc1c(S(=O)(=O)N2CCC(CC2)C(=O)NCc2ncccc2)cc(Cl)cc1. The result is 0 (inactive).